From a dataset of Forward reaction prediction with 1.9M reactions from USPTO patents (1976-2016). Predict the product of the given reaction. (1) Given the reactants [C:1]1([C:7]2[O:11][C:10]([C:12]([OH:14])=O)=[CH:9][CH:8]=2)[CH:6]=[CH:5][CH:4]=[CH:3][CH:2]=1.[CH3:15][O:16][C:17]([C:19]1[N:20]([CH3:29])[C:21]2[C:26]([CH:27]=1)=[CH:25][C:24]([NH2:28])=[CH:23][CH:22]=2)=[O:18], predict the reaction product. The product is: [CH3:15][O:16][C:17]([C:19]1[N:20]([CH3:29])[C:21]2[C:26]([CH:27]=1)=[CH:25][C:24]([NH:28][C:12]([C:10]1[O:11][C:7]([C:1]3[CH:2]=[CH:3][CH:4]=[CH:5][CH:6]=3)=[CH:8][CH:9]=1)=[O:14])=[CH:23][CH:22]=2)=[O:18]. (2) Given the reactants [CH2:1]([O:8][CH2:9][C:10](=O)[CH2:11][C:12]([O:14][CH2:15][CH3:16])=[O:13])[C:2]1[CH:7]=[CH:6][CH:5]=[CH:4][CH:3]=1.IN1C(=O)CCC1=O.[NH2:26][C:27]([NH2:29])=[S:28].CO, predict the reaction product. The product is: [NH2:29][C:27]1[S:28][C:11]([C:12]([O:14][CH2:15][CH3:16])=[O:13])=[C:10]([CH2:9][O:8][CH2:1][C:2]2[CH:7]=[CH:6][CH:5]=[CH:4][CH:3]=2)[N:26]=1. (3) The product is: [N+:1]([C:11]1[CH:10]=[C:9]([CH:7]2[CH2:8][O:5][CH2:6]2)[CH:14]=[CH:13][C:12]=1[NH:15][C:16](=[O:18])[CH3:17])([O-:4])=[O:2]. Given the reactants [N+:1]([O-:4])(O)=[O:2].[O:5]1[CH2:8][CH:7]([C:9]2[CH:14]=[CH:13][C:12]([NH:15][C:16](=[O:18])[CH3:17])=[CH:11][CH:10]=2)[CH2:6]1.[N+]([O-])(O)=O.C(Cl)Cl.[NH4+].[OH-], predict the reaction product. (4) Given the reactants [OH:1][CH2:2][CH2:3][N:4]1[CH:9]=[CH:8][C:7](=[O:10])[CH:6]=[CH:5]1.[Cl:11][C:12]1[CH:31]=[CH:30][C:15]([NH:16][C:17]2[C:26]3[C:21](=[CH:22][C:23](O)=[C:24]([O:27][CH3:28])[CH:25]=3)[N:20]=[CH:19][N:18]=2)=[C:14]([F:32])[CH:13]=1.C(P(CCCC)CCCC)CCC.N(C(N1CCCCC1)=O)=NC(N1CCCCC1)=O, predict the reaction product. The product is: [ClH:11].[Cl:11][C:12]1[CH:31]=[CH:30][C:15]([NH:16][C:17]2[C:26]3[C:21](=[CH:22][C:23]([O:1][CH2:2][CH2:3][N:4]4[CH:9]=[CH:8][C:7](=[O:10])[CH:6]=[CH:5]4)=[C:24]([O:27][CH3:28])[CH:25]=3)[N:20]=[CH:19][N:18]=2)=[C:14]([F:32])[CH:13]=1. (5) Given the reactants [C:1]([O:5][C:6]([N:8]1[CH2:13][CH:12]=[C:11]([C:14]2[C:22]3[S:21][C:20]([NH2:23])=[N:19][C:18]=3[C:17]([O:24][CH3:25])=[CH:16][CH:15]=2)[CH2:10][CH2:9]1)=[O:7])([CH3:4])([CH3:3])[CH3:2].C(N(CC)CC)C.[Cl:33][CH2:34][C:35]1[CH:43]=[CH:42][C:38]([C:39](Cl)=[O:40])=[CH:37][CH:36]=1.CO, predict the reaction product. The product is: [C:1]([O:5][C:6]([N:8]1[CH2:9][CH:10]=[C:11]([C:14]2[C:22]3[S:21][C:20]([NH:23][C:39](=[O:40])[C:38]4[CH:42]=[CH:43][C:35]([CH2:34][Cl:33])=[CH:36][CH:37]=4)=[N:19][C:18]=3[C:17]([O:24][CH3:25])=[CH:16][CH:15]=2)[CH2:12][CH2:13]1)=[O:7])([CH3:4])([CH3:3])[CH3:2]. (6) Given the reactants NC1C=CC(C(F)(F)F)=CC=1N[C:13]([C:15]1[N:16]=[C:17]([NH:20][C:21]2[C:26]([Cl:27])=[CH:25][CH:24]=[CH:23][C:22]=2[Cl:28])[S:18][CH:19]=1)=[O:14].NC1C=C(C(F)(F)F)C=CC=1NC(C1N=C(NC2C(Cl)=CC=CC=2Cl)SC=1)=[O:42], predict the reaction product. The product is: [Cl:28][C:22]1[CH:23]=[CH:24][CH:25]=[C:26]([Cl:27])[C:21]=1[NH:20][C:17]1[S:18][CH:19]=[C:15]([C:13]([OH:14])=[O:42])[N:16]=1.